Dataset: Forward reaction prediction with 1.9M reactions from USPTO patents (1976-2016). Task: Predict the product of the given reaction. (1) Given the reactants [Si]([O:8][CH2:9][C:10]1[CH:14]=[C:13]([C@H:15]2[C@H:19]3[O:20][C:21]([CH3:24])([CH3:23])[O:22][C@H:18]3[C@H:17]([N:25]3[C:29]4[N:30]=[CH:31][N:32]=[C:33]([CH3:34])[C:28]=4[CH:27]=[CH:26]3)[O:16]2)[N:12]([CH:35]2[CH2:40][CH2:39][CH2:38][CH2:37][O:36]2)[N:11]=1)(C(C)(C)C)(C)C.[CH3:41][CH2:42]CC[N+](CCCC)(CCCC)CCCC.[F-].C(I)C.[H-].[Na+], predict the reaction product. The product is: [CH2:41]([O:8][CH2:9][C:10]1[CH:14]=[C:13]([C@H:15]2[C@H:19]3[O:20][C:21]([CH3:24])([CH3:23])[O:22][C@H:18]3[C@H:17]([N:25]3[C:29]4[N:30]=[CH:31][N:32]=[C:33]([CH3:34])[C:28]=4[CH:27]=[CH:26]3)[O:16]2)[N:12]([CH:35]2[CH2:40][CH2:39][CH2:38][CH2:37][O:36]2)[N:11]=1)[CH3:42]. (2) Given the reactants [NH2:1][C:2]1[C:7]([Br:8])=[CH:6][C:5]([F:9])=[CH:4][C:3]=1[SH:10].CN1C(=O)CCC1.[F:18][C:19]([F:30])([F:29])[C:20](O[C:20](=O)[C:19]([F:30])([F:29])[F:18])=O, predict the reaction product. The product is: [Br:8][C:7]1[C:2]2[N:1]=[C:20]([C:19]([F:30])([F:29])[F:18])[S:10][C:3]=2[CH:4]=[C:5]([F:9])[CH:6]=1. (3) Given the reactants [CH3:1][O:2][C:3]1[CH:4]=[C:5]2[C:10](=[CH:11][C:12]=1[O:13][CH3:14])[N:9]=[CH:8][CH:7]=[C:6]2[O:15][C:16]1[CH:22]=[CH:21][C:19]([NH2:20])=[CH:18][C:17]=1[F:23].C(N(CC)CC)C.ClC(Cl)(O[C:35](=[O:41])OC(Cl)(Cl)Cl)Cl.[CH3:43][C:44]1[N:45]=[C:46]([CH:49]([NH2:51])[CH3:50])[S:47][CH:48]=1, predict the reaction product. The product is: [CH3:1][O:2][C:3]1[CH:4]=[C:5]2[C:10](=[CH:11][C:12]=1[O:13][CH3:14])[N:9]=[CH:8][CH:7]=[C:6]2[O:15][C:16]1[CH:22]=[CH:21][C:19]([NH:20][C:35]([NH:51][CH:49]([C:46]2[S:47][CH:48]=[C:44]([CH3:43])[N:45]=2)[CH3:50])=[O:41])=[CH:18][C:17]=1[F:23]. (4) Given the reactants [C:1]([O:5][C:6]([NH:8][CH2:9][CH2:10][CH2:11][C@@H:12]([CH2:30][C:31]1[N:32]=[CH:33][N:34]2[C:43]3[C:38](=[CH:39][C:40]([CH3:44])=[CH:41][CH:42]=3)[CH2:37][CH2:36][C:35]=12)[C:13]([O:15][C@H](C1C=CC=CC=1)[C@@H](N1CCCC1)C)=[O:14])=[O:7])([CH3:4])([CH3:3])[CH3:2], predict the reaction product. The product is: [C:1]([O:5][C:6]([NH:8][CH2:9][CH2:10][CH2:11][C@@H:12]([CH2:30][C:31]1[N:32]=[CH:33][N:34]2[C:43]3[C:38](=[CH:39][C:40]([CH3:44])=[CH:41][CH:42]=3)[CH2:37][CH2:36][C:35]=12)[C:13]([OH:15])=[O:14])=[O:7])([CH3:4])([CH3:3])[CH3:2]. (5) Given the reactants [NH:1]1[CH2:5][CH2:4][CH2:3][C:2]1=[O:6].[CH:7]1([C:10]2[C:11]([N:19]3[CH2:24][CH2:23][N:22]([C:25]([C:27]4[CH:32]=[CH:31][C:30](I)=[CH:29][C:28]=4[F:34])=[O:26])[CH2:21][CH2:20]3)=[N:12][CH:13]=[C:14]([CH:16]3[CH2:18][CH2:17]3)[CH:15]=2)[CH2:9][CH2:8]1, predict the reaction product. The product is: [CH:7]1([C:10]2[C:11]([N:19]3[CH2:20][CH2:21][N:22]([C:25]([C:27]4[CH:32]=[CH:31][C:30]([N:1]5[CH2:5][CH2:4][CH2:3][C:2]5=[O:6])=[CH:29][C:28]=4[F:34])=[O:26])[CH2:23][CH2:24]3)=[N:12][CH:13]=[C:14]([CH:16]3[CH2:18][CH2:17]3)[CH:15]=2)[CH2:8][CH2:9]1.